From a dataset of Reaction yield outcomes from USPTO patents with 853,638 reactions. Predict the reaction yield, written as a fraction of the theoretical maximum amount of product (1.0 means a 100% yield; for example, 0.34 means a 34% yield). (1) The reactants are [F:1][C:2]1[C:7]([F:8])=[CH:6][CH:5]=[CH:4][C:3]=1[C:9]1[N:41]=[C:12]2[CH:13]=[N:14][N:15]([CH:17]([C:22]3[O:26][N:25]=[C:24]([C:27]4[CH:32]=[CH:31][C:30]([O:33][CH2:34][CH2:35][CH3:36])=[CH:29][C:28]=4[C:37]([F:40])([F:39])[F:38])[CH:23]=3)[C:18]([O:20][CH3:21])=[O:19])[CH:16]=[C:11]2[N:10]=1.C([O-])([O-])=O.[K+].[K+].[CH3:48][C:49](O)=[O:50]. The catalyst is COCCOC.OCCCO.CCOC(C)=O. The product is [F:1][C:2]1[C:7]([F:8])=[CH:6][CH:5]=[CH:4][C:3]=1[C:9]1[N:41]=[C:12]2[CH:13]=[N:14][N:15]([CH:17]([C:22]3[O:26][N:25]=[C:24]([C:27]4[CH:32]=[CH:31][C:30]([O:33][CH2:34][CH2:35][CH3:36])=[CH:29][C:28]=4[C:37]([F:38])([F:40])[F:39])[CH:23]=3)[C:18]([O:20][CH2:21][CH2:48][CH2:49][OH:50])=[O:19])[CH:16]=[C:11]2[N:10]=1. The yield is 0.790. (2) The reactants are Cl[C:2]1[CH:7]=[C:6]([C:8]2[CH:13]=[C:12]([I:14])[CH:11]=[CH:10][C:9]=2[O:15][CH2:16][CH3:17])[N:5]=[C:4]([NH2:18])[N:3]=1.Cl.[N:20]([C:23]1[CH:29]=[CH:28][C:26]([NH2:27])=[CH:25][CH:24]=1)=[N+:21]=[N-:22].Cl.C(=O)(O)[O-].[Na+]. The catalyst is C(O)(C)(C)C.O1CCOCC1. The product is [N:20]([C:23]1[CH:29]=[CH:28][C:26]([NH:27][C:2]2[CH:7]=[C:6]([C:8]3[CH:13]=[C:12]([I:14])[CH:11]=[CH:10][C:9]=3[O:15][CH2:16][CH3:17])[N:5]=[C:4]([NH2:18])[N:3]=2)=[CH:25][CH:24]=1)=[N+:21]=[N-:22]. The yield is 0.680.